Dataset: Full USPTO retrosynthesis dataset with 1.9M reactions from patents (1976-2016). Task: Predict the reactants needed to synthesize the given product. Given the product [NH2:1][C:2]1[S:6][N:5]=[C:4]([C:7]2[CH:8]=[CH:9][C:10]([NH2:13])=[CH:11][CH:12]=2)[C:3]=1[C:16]([NH2:18])=[O:17], predict the reactants needed to synthesize it. The reactants are: [NH2:1][C:2]1[S:6][N:5]=[C:4]([C:7]2[CH:12]=[CH:11][C:10]([N+:13]([O-])=O)=[CH:9][CH:8]=2)[C:3]=1[C:16]([NH2:18])=[O:17].[NH4+].[Cl-].